This data is from Forward reaction prediction with 1.9M reactions from USPTO patents (1976-2016). The task is: Predict the product of the given reaction. (1) Given the reactants [NH2:1][CH2:2][CH2:3][N:4]1[CH:8]=[C:7]([NH:9][C:10]([C:12]2[CH:13]=[N:14][N:15]3[CH:20]=[CH:19][CH:18]=[N:17][C:16]=23)=[O:11])[C:6]([C:21]2[CH:26]=[C:25]([Cl:27])[CH:24]=[CH:23][C:22]=2[O:28][CH3:29])=[N:5]1.C(N(CC)C(C)C)(C)C.[CH:39]1([C:42](Cl)=[O:43])[CH2:41][CH2:40]1, predict the reaction product. The product is: [Cl:27][C:25]1[CH:24]=[CH:23][C:22]([O:28][CH3:29])=[C:21]([C:6]2[C:7]([NH:9][C:10]([C:12]3[CH:13]=[N:14][N:15]4[CH:20]=[CH:19][CH:18]=[N:17][C:16]=34)=[O:11])=[CH:8][N:4]([CH2:3][CH2:2][NH:1][C:42]([CH:39]3[CH2:41][CH2:40]3)=[O:43])[N:5]=2)[CH:26]=1. (2) Given the reactants O.NN.[CH3:4][O:5][C:6]1[C:11]([CH2:12][N:13]2C(=O)C3C(=CC=CC=3)C2=O)=[CH:10][CH:9]=[C:8]([O:24][CH2:25][C:26]([F:29])([F:28])[F:27])[N:7]=1.[OH-].[Na+], predict the reaction product. The product is: [CH3:4][O:5][C:6]1[C:11]([CH2:12][NH2:13])=[CH:10][CH:9]=[C:8]([O:24][CH2:25][C:26]([F:29])([F:27])[F:28])[N:7]=1. (3) Given the reactants Br[C:2]1[CH:3]=[CH:4][C:5]2[O:9][CH:8]=[CH:7][C:6]=2[CH:10]=1.II.CN([CH:16]=[O:17])C.Cl, predict the reaction product. The product is: [CH:16]([C:2]1[CH:3]=[CH:4][C:5]2[O:9][CH:8]=[CH:7][C:6]=2[CH:10]=1)=[O:17]. (4) Given the reactants [C:1]1([CH:7]([C:18]2[CH:23]=[CH:22][CH:21]=[CH:20][CH:19]=2)[N:8](C2C=CC=CC=2)[C:9](=[O:11])[O-])[CH:6]=[CH:5][CH:4]=[CH:3][CH:2]=1.[C:24]1([CH:30]([C:37]2[CH:42]=[CH:41][CH:40]=[CH:39][CH:38]=2)[N:31]2[CH2:36][CH2:35][NH:34][CH2:33][CH2:32]2)[CH:29]=[CH:28][CH:27]=[CH:26][CH:25]=1.C1CCN2C(=NCCC2)CC1, predict the reaction product. The product is: [C:18]1([CH:7]([NH:8][C:9]([N:34]2[CH2:35][CH2:36][N:31]([CH:30]([C:24]3[CH:29]=[CH:28][CH:27]=[CH:26][CH:25]=3)[C:37]3[CH:42]=[CH:41][CH:40]=[CH:39][CH:38]=3)[CH2:32][CH2:33]2)=[O:11])[C:1]2[CH:2]=[CH:3][CH:4]=[CH:5][CH:6]=2)[CH:19]=[CH:20][CH:21]=[CH:22][CH:23]=1. (5) Given the reactants Cl.[CH2:2]([C:5]1([C:11]([O:13][CH2:14][CH3:15])=[O:12])[CH2:10][CH2:9][NH:8][CH2:7][CH2:6]1)[CH:3]=[CH2:4].CCN(C(C)C)C(C)C.[Br:25][C:26]1[CH:27]=[N:28][C:29](Cl)=[N:30][CH:31]=1.CCCCCC, predict the reaction product. The product is: [CH2:2]([C:5]1([C:11]([O:13][CH2:14][CH3:15])=[O:12])[CH2:10][CH2:9][N:8]([C:29]2[N:30]=[CH:31][C:26]([Br:25])=[CH:27][N:28]=2)[CH2:7][CH2:6]1)[CH:3]=[CH2:4]. (6) Given the reactants [OH:1][C@H:2]([CH3:19])[C:3]([NH:5][CH:6]1[CH2:11][CH2:10][N:9]([C:12]([O:14][C:15]([CH3:18])([CH3:17])[CH3:16])=[O:13])[CH2:8][CH2:7]1)=[O:4].[C:20](N1C=CN=C1)(N1C=CN=C1)=[O:21], predict the reaction product. The product is: [CH3:19][C@H:2]1[O:1][C:20](=[O:21])[N:5]([CH:6]2[CH2:11][CH2:10][N:9]([C:12]([O:14][C:15]([CH3:18])([CH3:17])[CH3:16])=[O:13])[CH2:8][CH2:7]2)[C:3]1=[O:4]. (7) Given the reactants Cl[C:2]1[N:7]=[C:6]([C:8]2[CH:9]=[N:10][CH:11]=[CH:12][CH:13]=2)[N:5]=[C:4]2[N:14]([CH3:17])[N:15]=[CH:16][C:3]=12.[NH2:18][C:19]1[CH:20]=[C:21]([CH:35]=[CH:36][C:37]=1[CH3:38])[C:22]([NH:24][C:25]1[CH:30]=[CH:29][CH:28]=[C:27]([C:31]([F:34])([F:33])[F:32])[CH:26]=1)=[O:23], predict the reaction product. The product is: [CH3:38][C:37]1[CH:36]=[CH:35][C:21]([C:22]([NH:24][C:25]2[CH:30]=[CH:29][CH:28]=[C:27]([C:31]([F:32])([F:33])[F:34])[CH:26]=2)=[O:23])=[CH:20][C:19]=1[NH:18][C:2]1[N:7]=[C:6]([C:8]2[CH:9]=[N:10][CH:11]=[CH:12][CH:13]=2)[N:5]=[C:4]2[N:14]([CH3:17])[N:15]=[CH:16][C:3]=12. (8) Given the reactants [NH:1]1[CH:5]=[C:4]([C:6](Cl)=[O:7])[CH:3]=[N:2]1.[CH2:9]([NH2:11])[CH3:10].C(N(CC)CC)C, predict the reaction product. The product is: [CH2:9]([NH:11][C:6]([C:4]1[CH:3]=[N:2][NH:1][CH:5]=1)=[O:7])[CH3:10]. (9) Given the reactants [Cl:1][C:2]1[CH:3]=[C:4]([NH2:10])[C:5]([NH2:9])=[CH:6][C:7]=1[Cl:8].[S:11]1[C:15]([S:16](Cl)(=[O:18])=[O:17])=[CH:14][C:13]2[CH:20]=[CH:21][CH:22]=[CH:23][C:12]1=2, predict the reaction product. The product is: [Cl:1][C:2]1[C:7]([Cl:8])=[CH:6][C:5]([NH:9][S:16]([C:15]2[S:11][C:12]3[CH:23]=[CH:22][CH:21]=[CH:20][C:13]=3[CH:14]=2)(=[O:18])=[O:17])=[C:4]([NH:10][S:16]([C:15]2[S:11][C:12]3[CH:23]=[CH:22][CH:21]=[CH:20][C:13]=3[CH:14]=2)(=[O:17])=[O:18])[CH:3]=1. (10) The product is: [CH2:21]([O:20][C:18](=[O:19])[CH2:17][N:6]1[CH:7]=[C:8]([C:9]2[CH:10]=[CH:11][CH:12]=[CH:13][CH:14]=2)[N:4]([CH:1]2[CH2:3][CH2:2]2)[C:5]1=[O:15])[CH3:22]. Given the reactants [CH:1]1([N:4]2[C:8]([C:9]3[CH:14]=[CH:13][CH:12]=[CH:11][CH:10]=3)=[CH:7][NH:6][C:5]2=[O:15])[CH2:3][CH2:2]1.Cl[CH2:17][C:18]([O:20][CH2:21][CH3:22])=[O:19].C(=O)([O-])[O-].[K+].[K+], predict the reaction product.